This data is from Forward reaction prediction with 1.9M reactions from USPTO patents (1976-2016). The task is: Predict the product of the given reaction. (1) Given the reactants [CH2:1]([N:8]1[C@H:12]2[CH2:13][CH2:14][CH2:15]S(=O)(=O)[CH2:17][C@@H:11]2[N:10]([CH2:20][C:21]2[CH:26]=[CH:25][CH:24]=[CH:23][CH:22]=2)[C:9]1=[O:27])[C:2]1[CH:7]=[CH:6][CH:5]=[CH:4][CH:3]=1.CC(O)(C)C.[OH-].[K+], predict the reaction product. The product is: [CH2:1]([N:8]1[C@H:12]2[CH2:13][CH2:14][CH:15]=[CH:17][C@@H:11]2[N:10]([CH2:20][C:21]2[CH:26]=[CH:25][CH:24]=[CH:23][CH:22]=2)[C:9]1=[O:27])[C:2]1[CH:7]=[CH:6][CH:5]=[CH:4][CH:3]=1. (2) The product is: [Cl:1][C:2]1[CH:3]=[C:4]([CH2:9][C:10]([OH:12])=[O:11])[CH:5]=[C:6]([O:8][C:25]2[CH:26]=[CH:27][C:22]([S:19]([CH2:18][C:17]3[CH:30]=[CH:31][C:14]([Cl:13])=[CH:15][CH:16]=3)(=[O:20])=[O:21])=[CH:23][C:24]=2[F:29])[CH:7]=1. Given the reactants [Cl:1][C:2]1[CH:3]=[C:4]([CH2:9][C:10]([OH:12])=[O:11])[CH:5]=[C:6]([OH:8])[CH:7]=1.[Cl:13][C:14]1[CH:31]=[CH:30][C:17]([CH2:18][S:19]([C:22]2[CH:27]=[CH:26][C:25](F)=[C:24]([F:29])[CH:23]=2)(=[O:21])=[O:20])=[CH:16][CH:15]=1, predict the reaction product. (3) The product is: [OH:2][C:3]1[CH:4]=[C:5]([C:9]2([C:12]#[N:13])[CH2:10][CH2:11]2)[CH:6]=[CH:7][CH:8]=1. Given the reactants C[O:2][C:3]1[CH:4]=[C:5]([C:9]2([C:12]#[N:13])[CH2:11][CH2:10]2)[CH:6]=[CH:7][CH:8]=1.B(Br)(Br)Br, predict the reaction product. (4) Given the reactants [CH3:1][Si:2]([CH3:7])([CH3:6])[CH2:3][CH2:4][OH:5].C([Li])CCC.Cl[C:14]1[N:19]=[C:18]([Cl:20])[CH:17]=[CH:16][N:15]=1, predict the reaction product. The product is: [Cl:20][C:18]1[CH:17]=[CH:16][N:15]=[C:14]([O:5][CH2:4][CH2:3][Si:2]([CH3:7])([CH3:6])[CH3:1])[N:19]=1. (5) Given the reactants [Cl:1][C:2]1[C:7]([CH2:8][CH3:9])=[C:6]([CH3:10])[N:5]=[CH:4][N:3]=1.[NH2:11][CH2:12][CH2:13][NH2:14], predict the reaction product. The product is: [ClH:1].[CH2:8]([C:7]1[C:2]([NH:11][CH2:12][CH2:13][NH2:14])=[N:3][CH:4]=[N:5][C:6]=1[CH3:10])[CH3:9]. (6) Given the reactants Cl.Cl.[CH3:3][Si:4]([CH3:31])([CH3:30])[CH2:5][CH2:6][O:7][CH2:8][N:9]1[C:13]2[N:14]=[CH:15][N:16]=[C:17]([C:18]3[CH:19]=[N:20][N:21]([C:23]4([CH2:27][C:28]#[N:29])[CH2:26][NH:25][CH2:24]4)[CH:22]=3)[C:12]=2[CH:11]=[CH:10]1.O=[C:33]1[CH2:38][CH2:37][N:36]([C:39]([O:41][C:42]([CH3:45])([CH3:44])[CH3:43])=[O:40])[CH2:35][CH2:34]1.C(N(CC)C(C)C)(C)C.C(O[BH-](OC(=O)C)OC(=O)C)(=O)C.[Na+], predict the reaction product. The product is: [C:28]([CH2:27][C:23]1([N:21]2[CH:22]=[C:18]([C:17]3[C:12]4[CH:11]=[CH:10][N:9]([CH2:8][O:7][CH2:6][CH2:5][Si:4]([CH3:30])([CH3:3])[CH3:31])[C:13]=4[N:14]=[CH:15][N:16]=3)[CH:19]=[N:20]2)[CH2:24][N:25]([CH:33]2[CH2:38][CH2:37][N:36]([C:39]([O:41][C:42]([CH3:45])([CH3:44])[CH3:43])=[O:40])[CH2:35][CH2:34]2)[CH2:26]1)#[N:29]. (7) The product is: [ClH:37].[Cl:37][C:30]1[C:31]([F:36])=[CH:32][CH:33]=[C:34]([F:35])[C:29]=1[CH2:28][N:25]1[C:23]2=[N:24][C:19]([C:17]3[CH:16]=[N:15][N:14]([CH:11]4[CH2:12][CH2:13][NH:8][CH2:9][CH2:10]4)[CH:18]=3)=[CH:20][CH:21]=[C:22]2[N:27]=[N:26]1. Given the reactants C(OC([N:8]1[CH2:13][CH2:12][CH:11]([N:14]2[CH:18]=[C:17]([C:19]3[N:24]=[C:23]4[N:25]([CH2:28][C:29]5[C:34]([F:35])=[CH:33][CH:32]=[C:31]([F:36])[C:30]=5[Cl:37])[N:26]=[N:27][C:22]4=[CH:21][CH:20]=3)[CH:16]=[N:15]2)[CH2:10][CH2:9]1)=O)(C)(C)C.[OH-].[Na+], predict the reaction product.